The task is: Predict which catalyst facilitates the given reaction.. This data is from Catalyst prediction with 721,799 reactions and 888 catalyst types from USPTO. (1) Product: [CH:23]1([CH2:29][N:30]([CH2:31][CH2:32][CH2:33][CH2:34][CH2:35][CH2:36][CH3:37])[C:12](=[O:14])[CH2:11][O:10][C:9]2[CH:8]=[CH:7][C:6]([CH2:5][C@H:4]([O:3][CH2:1][CH3:2])[C:17]([O:19][CH2:20][CH3:21])=[O:18])=[CH:16][CH:15]=2)[CH2:28][CH2:27][CH2:26][CH2:25][CH2:24]1. Reactant: [CH2:1]([O:3][C@H:4]([C:17]([O:19][CH2:20][CH3:21])=[O:18])[CH2:5][C:6]1[CH:16]=[CH:15][C:9]([O:10][CH2:11][C:12]([OH:14])=O)=[CH:8][CH:7]=1)[CH3:2].Cl.[CH:23]1([CH2:29][NH:30][CH2:31][CH2:32][CH2:33][CH2:34][CH2:35][CH2:36][CH3:37])[CH2:28][CH2:27][CH2:26][CH2:25][CH2:24]1.Cl.C(N=C=NCCCN(C)C)C. The catalyst class is: 64. (2) Reactant: [CH:1]([O:4][C:5]([N:7]1[CH2:12][CH2:11][CH:10]([O:13][C:14]2[C:19]([O:20][CH3:21])=[C:18]([Cl:22])[N:17]=[CH:16][N:15]=2)[CH2:9][CH2:8]1)=[O:6])([CH3:3])[CH3:2].[CH3:23][C:24]1[C:29]([NH2:30])=[CH:28][CH:27]=[C:26]([S:31]([CH3:34])(=[O:33])=[O:32])[N:25]=1.C(N1CCN2CCN(CC(C)C)P1N(CC(C)C)CC2)C(C)C.CC([O-])(C)C.[Na+]. Product: [CH:1]([O:4][C:5]([N:7]1[CH2:12][CH2:11][CH:10]([O:13][C:14]2[C:19]([O:20][CH3:21])=[C:18]([NH:30][C:29]3[C:24]([CH3:23])=[N:25][C:26]([S:31]([CH3:34])(=[O:33])=[O:32])=[CH:27][CH:28]=3)[N:17]=[CH:16][N:15]=2)[CH2:9][CH2:8]1)=[O:6])([CH3:3])[CH3:2].[ClH:22]. The catalyst class is: 160. (3) Reactant: [C:1]([C@@H:4]1[CH2:9][CH2:8][C@H:7]([N:10]2[C:14]3[CH:15]=[C:16]([CH2:19][N:20]4[CH2:25][CH2:24][CH:23]([C:26]([OH:29])([CH3:28])[CH3:27])[CH2:22][CH2:21]4)[CH:17]=[CH:18][C:13]=3[NH:12]/[C:11]/2=[N:30]\[C:31](=[O:39])[C:32]2[CH:37]=[CH:36][CH:35]=[C:34]([F:38])[CH:33]=2)[CH2:6][CH2:5]1)(=O)[CH3:2].[CH3:40][CH:41]([NH2:43])[CH3:42].C(O[BH-](OC(=O)C)OC(=O)C)(=O)C.[Na+].CC(O)=O. Product: [F:38][C:34]1[CH:33]=[C:32]([CH:37]=[CH:36][CH:35]=1)[C:31](/[N:30]=[C:11]1\[NH:12][C:13]2[CH:18]=[CH:17][C:16]([CH2:19][N:20]3[CH2:25][CH2:24][CH:23]([C:26]([OH:29])([CH3:27])[CH3:28])[CH2:22][CH2:21]3)=[CH:15][C:14]=2[N:10]\1[C@H:7]1[CH2:8][CH2:9][C@@H:4]([CH:1]([NH:43][CH:41]([CH3:42])[CH3:40])[CH3:2])[CH2:5][CH2:6]1)=[O:39]. The catalyst class is: 68. (4) Reactant: Cl[C:2]1[N:7]=[CH:6][C:5]([CH2:8][C:9]2[C:17]([C:18]#[N:19])=[CH:16][CH:15]=[C:14]3[C:10]=2[CH2:11][CH2:12][C@H:13]3[O:20][C:21]2[CH:26]=[CH:25][C:24]([C@H:27]3[CH2:29][C@@H:28]3[C:30]([OH:32])=[O:31])=[CH:23][CH:22]=2)=[CH:4][CH:3]=1.[H-].[Na+].[CH3:35][O-:36].[Na+]. Product: [C:18]([C:17]1[C:9]([CH2:8][C:5]2[CH:6]=[N:7][C:2]([O:36][CH3:35])=[CH:3][CH:4]=2)=[C:10]2[C:14](=[CH:15][CH:16]=1)[C@H:13]([O:20][C:21]1[CH:22]=[CH:23][C:24]([C@H:27]3[CH2:29][C@@H:28]3[C:30]([OH:32])=[O:31])=[CH:25][CH:26]=1)[CH2:12][CH2:11]2)#[N:19]. The catalyst class is: 5.